The task is: Regression. Given a target protein amino acid sequence and a drug SMILES string, predict the binding affinity score between them. We predict pIC50 (pIC50 = -log10(IC50 in M); higher means more potent). Dataset: bindingdb_ic50.. This data is from Drug-target binding data from BindingDB using IC50 measurements. (1) The compound is CCOc1cc2ncnc(Nc3cccc(Cl)c3)c2cc1OCC. The target protein (P00636) has sequence MTDQAAFDTNIVTLTRFVMEEGRKARGTGEMTQLLNSLCTAVKAISTAVRKAGIAHLYGIAGSTNVTGDQVKKLDVLSNDLVINVLKSSFATCVLVSEEDKNAIIVEPEKRGKYVVCFDPLDGSSNIDCLVSIGTIFGIYRKNSTDEPSEKDALQPGRNLVAAGYALYGSATMLVLAMVNGVNCFMLDPAIGEFILVDRDVKIKKKGSIYSINEGYAKEFDPAITEYIQRKKFPPDNSAPYGARYVGSMVADVHRTLVYGGIFMYPANKKSPKGKLRLLYECNPMAYVMEKAGGLATTGKEAVLDIVPTDIHQRAPIILGSPEDVTELLEIYQKHAAK. The pIC50 is 5.4. (2) The small molecule is CN(C)CC1OC(OC2C(N)CC(N)C(OC3OC(CN)C(O)C(O)C3N)C2O)C(O)C(N)C1O. The target protein (P70470) has sequence MCGNNMSAPMPAVVPAARKATAAVIFLHGLGDTGHGWAEAFAGIKSSHIKYICPHAPVMPVTLNMSMMMPSWFDIIGLSPDSQEDESGIKQAAETVKALIDQEVKNGIPSNRIILGGFSQGGALSLYTALTTQQKLAGVTALSCWLPLRASFSQGPINSANRDISVLQCHGDCDPLVPLMFGSLTVERLKGLVNPANVTFKVYEGMMHSSCQQEMMDVKYFIDKLLPPID. The pIC50 is 4.0. (3) The compound is NS(=O)(=O)OC[C@H]1C[C@@H](Nc2ccnc3cc(-c4c[nH]c5cc(Cl)ccc45)nn23)[C@H](O)[C@@H]1O. The target protein (Q9UBT2) has sequence MALSRGLPRELAEAVAGGRVLVVGAGGIGCELLKNLVLTGFSHIDLIDLDTIDVSNLNRQFLFQKKHVGRSKAQVAKESVLQFYPKANIVAYHDSIMNPDYNVEFFRQFILVMNALDNRAARNHVNRMCLAADVPLIESGTAGYLGQVTTIKKGVTECYECHPKPTQRTFPGCTIRNTPSEPIHCIVWAKYLFNQLFGEEDADQEVSPDRADPEAAWEPTEAEARARASNEDGDIKRISTKEWAKSTGYDPVKLFTKLFKDDIRYLLTMDKLWRKRKPPVPLDWAEVQSQGEETNASDQQNEPQLGLKDQQVLDVKSYARLFSKSIETLRVHLAEKGDGAELIWDKDDPSAMDFVTSAANLRMHIFSMNMKSRFDIKSMAGNIIPAIATTNAVIAGLIVLEGLKILSGKIDQCRTIFLNKQPNPRKKLLVPCALDPPNPNCYVCASKPEVTVRLNVHKVTVLTLQDKIVKEKFAMVAPDVQIEDGKGTILISSEEGETEA.... The pIC50 is 8.0. (4) The compound is CN1C[C@@H]2Cc3c(C4=C(c5cn(C)c6ccccc56)C(=O)NC4=O)c4ccccc4n3C[C@H]2C1. The target protein (P63319) has sequence MAGLGPGGGDSEGGPRPLFCRKGALRQKVVHEVKSHKFTARFFKQPTFCSHCTDFIWGIGKQGLQCQVCSFVVHRRCHEFVTFECPGAGKGPQTDDPRNKHKFRLHSYSSPTFCDHCGSLLYGLVHQGMKCSCCEMNVHRRCVRSVPSLCGVDHTERRGRLQLEIRAPTSDEIHITVGEARNLIPMDPNGLSDPYVKLKLIPDPRNLTKQKTKTVKATLNPVWNETFVFNLKPGDVERRLSVEVWDWDRTSRNDFMGAMSFGVSELLKAPVDGWYKLLNQEEGEYYNVPVADADNCSLLQKFEACNYPLELYERVRMGPSSSPIPSPSPSPTDSKRCFFGASPGRLHISDFSFLMVLGKGSFGKVMLAERRGSDELYAIKILKKDVIVQDDDVDCTLVEKRVLALGGRGPGGRPHFLTQLHSTFQTPDRLYFVMEYVTGGDLMYHIQQLGKFKEPHAAFYAAEIAIGLFFLHNQGIIYRDLKLDNVMLDAEGHIKITDFG.... The pIC50 is 8.3. (5) The compound is N[C@@H](CC(=O)N1CCn2c(nnc2C(F)(F)F)C1)Cc1cc(F)c(F)cc1F. The target protein (P12955) has sequence MAAATGPSFWLGNETLKVPLALFALNRQRLCERLRKNPAVQAGSIVVLQGGEETQRYCTDTGVLFRQESFFHWAFGVTEPGCYGVIDVDTGKSTLFVPRLPASHATWMGKIHSKEHFKEKYAVDDVQYVDEIASVLTSQKPSVLLTLRGVNTDSGSVCREASFDGISKFEVNNTILHPEIVECRVFKTDMELEVLRYTNKISSEAHREVMKAVKVGMKEYELESLFEHYCYSRGGMRHSSYTCICGSGENSAVLHYGHAGAPNDRTIQNGDMCLFDMGGEYYCFASDITCSFPANGKFTADQKAVYEAVLRSSRAVMGAMKPGVWWPDMHRLADRIHLEELAHMGILSGSVDAMVQAHLGAVFMPHGLGHFLGIDVHDVGGYPEGVERIDEPGLRSLRTARHLQPGMVLTVEPGIYFIDHLLDEALADPARASFLNREVLQRFRGFGGVRIEEDVVVTDSGIELLTCVPRTVEEIEACMAGCDKAFTPFSGPK. The pIC50 is 5.0. (6) The target protein (Q8NFI3) has sequence MEAAAVTVTRSATRRRRRQLQGLAAPEAGTQEEQEDQEPRPRRRRPGRSIKDEEEETVFREVVSFSPDPLPVRYYDKDTTKPISFYLSSLEELLAWKPRLEDGFNVALEPLACRQPPLSSQRPRTLLCHDMMGGYLDDRFIQGSVVQTPYAFYHWQCIDVFVYFSHHTVTIPPVGWTNTAHRHGVCVLGTFITEWNEGGRLCEAFLAGDERSYQAVADRLVQITQFFRFDGWLINIENSLSLAAVGNMPPFLRYLTTQLHRQVPGGLVLWYDSVVQSGQLKWQDELNQHNRVFFDSCDGFFTNYNWREEHLERMLGQAGERRADVYVGVDVFARGNVVGGRFDTDKSLELIRKHGFSVALFAPGWVYECLEKKDFFQNQDKFWGRLERYLPTHSICSLPFVTSFCLGMGARRVCYGQEEAVGPWYHLSAQEIQPLFGEHRLGGDGRGWVRTHCCLEDAWHGGSSLLVRGVIPPEVGNVAVRLFSLQAPVPPKIYLSMVYK.... The compound is CC(=O)NC[C@H]1[C@H](O)[C@H](O)[C@@H]2[C@H](O)C[C@@H](CO)N12. The pIC50 is 8.6. (7) The small molecule is O=C(O)c1ccnc2cc(C(O)c3ccccc3)[nH]c12. The target protein (Q9H3R0) has sequence MEVAEVESPLNPSCKIMTFRPSMEEFREFNKYLAYMESKGAHRAGLAKVIPPKEWKPRQCYDDIDNLLIPAPIQQMVTGQSGLFTQYNIQKKAMTVKEFRQLANSGKYCTPRYLDYEDLERKYWKNLTFVAPIYGADINGSIYDEGVDEWNIARLNTVLDVVEEECGISIEGVNTPYLYFGMWKTTFAWHTEDMDLYSINYLHFGEPKSWYAIPPEHGKRLERLAQGFFPSSSQGCDAFLRHKMTLISPSVLKKYGIPFDKITQEAGEFMITFPYGYHAGFNHGFNCAESTNFATVRWIDYGKVAKLCTCRKDMVKISMDIFVRKFQPDRYQLWKQGKDIYTIDHTKPTPASTPEVKAWLQRRRKVRKASRSFQCARSTSKRPKADEEEEVSDEVDGAEVPNPDSVTDDLKVSEKSEAAVKLRNTEASSEEESSASRMQVEQNLSDHIKLSGNSCLSTSVTEDIKTEDDKAYAYRSVPSISSEADDSIPLSSGYEKPEKS.... The pIC50 is 7.0.